The task is: Predict the reaction yield, written as a fraction of the theoretical maximum amount of product (1.0 means a 100% yield; for example, 0.34 means a 34% yield).. This data is from Reaction yield outcomes from USPTO patents with 853,638 reactions. The reactants are [N+:1]([C:4]1[CH:5]=[C:6]2[C:11](=[CH:12][CH:13]=1)[N:10]=[C:9]([C:14]([O:16][CH2:17][CH3:18])=[O:15])[CH:8]=[N:7]2)([O-])=O. The catalyst is C(O)C.[Pd]. The product is [NH2:1][C:4]1[CH:5]=[C:6]2[C:11](=[CH:12][CH:13]=1)[N:10]=[C:9]([C:14]([O:16][CH2:17][CH3:18])=[O:15])[CH:8]=[N:7]2. The yield is 0.660.